Dataset: CYP3A4 inhibition data for predicting drug metabolism from PubChem BioAssay. Task: Regression/Classification. Given a drug SMILES string, predict its absorption, distribution, metabolism, or excretion properties. Task type varies by dataset: regression for continuous measurements (e.g., permeability, clearance, half-life) or binary classification for categorical outcomes (e.g., BBB penetration, CYP inhibition). Dataset: cyp3a4_veith. (1) The drug is Cn1c(=O)c2cc(S(=O)(=O)NCCC(=O)N3CC=C(c4ccccc4)CC3)ccc2n(C)c1=O. The result is 1 (inhibitor). (2) The drug is COC(=O)C1=C(C)NC(C)=C(C(=O)OC(C)C)C1c1cccc2nonc12. The result is 1 (inhibitor). (3) The drug is Cc1ccc2nc(C(C)O)[nH]c2c1. The result is 0 (non-inhibitor). (4) The compound is CC(=O)N1CCN(c2ccccc2NC(=O)COc2ccc(Br)cc2)CC1. The result is 1 (inhibitor). (5) The compound is CCC(Sc1nc2cc3c(cc2c(=O)n1Cc1ccco1)OCO3)C(=O)Nc1cccc(OC)c1. The result is 1 (inhibitor). (6) The drug is N=c1nc(N)nc(N)n1-c1ccc(S(N)(=O)=O)cc1. The result is 0 (non-inhibitor).